Dataset: Forward reaction prediction with 1.9M reactions from USPTO patents (1976-2016). Task: Predict the product of the given reaction. (1) Given the reactants [P:1]([Cl:4])(Cl)[Cl:2].[Al+3].[Cl-].[Cl-].[Cl-].[F:9][C:10]1[CH:15]=[CH:14][CH:13]=[CH:12][CH:11]=1.N1C=CC=CC=1, predict the reaction product. The product is: [F:9][C:10]1[CH:15]=[CH:14][C:13]([P:1]([Cl:4])[Cl:2])=[CH:12][CH:11]=1. (2) Given the reactants C(O[C:4]1[C:5](=[O:12])[C:6](=[O:11])[C:7]=1[O:8][CH2:9][CH3:10])C.[NH2:13][C:14]1[C:15]([OH:28])=[C:16]([S:21]([N:24]([O:26][CH3:27])[CH3:25])(=[O:23])=[O:22])[C:17]([Cl:20])=[CH:18][CH:19]=1, predict the reaction product. The product is: [Cl:20][C:17]1[C:16]([S:21]([N:24]([O:26][CH3:27])[CH3:25])(=[O:22])=[O:23])=[C:15]([OH:28])[C:14]([NH:13][C:4]2[C:5](=[O:12])[C:6](=[O:11])[C:7]=2[O:8][CH2:9][CH3:10])=[CH:19][CH:18]=1. (3) Given the reactants [CH3:1][S-:2].[Na+].[NH2:4][C:5]1[C:6]2[C:13]([C:14]3[CH:19]=[CH:18][CH:17]=[C:16]([O:20][CH2:21][CH:22]4[CH2:27][CH2:26][CH2:25][CH2:24][O:23]4)[CH:15]=3)=[CH:12][N:11]([C@@H:28]3[CH2:31][C@H:30]([CH2:32]OS(C4C=CC(C)=CC=4)(=O)=O)[CH2:29]3)[C:7]=2[N:8]=[CH:9][N:10]=1.C1COCC1, predict the reaction product. The product is: [CH3:1][S:2][CH2:32][C@@H:30]1[CH2:29][C@H:28]([N:11]2[C:7]3[N:8]=[CH:9][N:10]=[C:5]([NH2:4])[C:6]=3[C:13]([C:14]3[CH:19]=[CH:18][CH:17]=[C:16]([O:20][CH2:21][CH:22]4[CH2:27][CH2:26][CH2:25][CH2:24][O:23]4)[CH:15]=3)=[CH:12]2)[CH2:31]1. (4) Given the reactants [F:1][C:2]1[CH:3]=[C:4]2[C:9](=[CH:10][C:11]=1[F:12])[NH:8][C:7](=[O:13])[N:6](OC)[C:5]2=[O:16].[H-].[Na+].Br[CH2:20][CH:21]1[CH2:23][CH2:22]1.CN(C)[CH:26]=[O:27], predict the reaction product. The product is: [F:1][C:2]1[CH:3]=[C:4]2[C:9](=[CH:10][C:11]=1[F:12])[N:8]([C:23]1([CH3:22])[CH:21]([O:27][CH3:26])[CH2:20]1)[C:7](=[O:13])[NH:6][C:5]2=[O:16]. (5) Given the reactants [Cl:1][C:2]1[CH:7]=[CH:6][C:5](F)=[C:4]([N+:9]([O-:11])=[O:10])[CH:3]=1.[CH3:12][C:13]([O:16][C:17]([NH:19][CH:20]1[CH2:25][CH2:24][NH:23][CH2:22][CH2:21]1)=[O:18])([CH3:15])[CH3:14], predict the reaction product. The product is: [Cl:1][C:2]1[CH:7]=[CH:6][C:5]([N:23]2[CH2:22][CH2:21][CH:20]([NH:19][C:17](=[O:18])[O:16][C:13]([CH3:14])([CH3:12])[CH3:15])[CH2:25][CH2:24]2)=[C:4]([N+:9]([O-:11])=[O:10])[CH:3]=1. (6) Given the reactants [Cl:1][C:2]1[C:3]([C:9]([O:11][CH3:12])=[O:10])=[N:4][CH:5]=[C:6]([OH:8])[CH:7]=1.[C:13](=O)([O-])[O-].[Cs+].[Cs+].IC.O, predict the reaction product. The product is: [Cl:1][C:2]1[C:3]([C:9]([O:11][CH3:12])=[O:10])=[N:4][CH:5]=[C:6]([O:8][CH3:13])[CH:7]=1. (7) The product is: [N:1]1[C:9]2[C:4](=[N:5][CH:6]=[CH:7][CH:8]=2)[N:3]([C:10]2[CH:15]=[CH:14][C:13]([CH2:16][C:17]([NH:33][C:30]3[CH:31]=[CH:32][C:27]([CH2:26][N:21]4[CH2:22][CH2:23][CH2:24][CH2:25]4)=[C:28]([C:34]([F:37])([F:35])[F:36])[CH:29]=3)=[O:19])=[C:12]([CH3:20])[CH:11]=2)[CH:2]=1. Given the reactants [N:1]1[C:9]2[C:4](=[N:5][CH:6]=[CH:7][CH:8]=2)[N:3]([C:10]2[CH:15]=[CH:14][C:13]([CH2:16][C:17]([OH:19])=O)=[C:12]([CH3:20])[CH:11]=2)[CH:2]=1.[N:21]1([CH2:26][C:27]2[CH:32]=[CH:31][C:30]([NH2:33])=[CH:29][C:28]=2[C:34]([F:37])([F:36])[F:35])[CH2:25][CH2:24][CH2:23][CH2:22]1, predict the reaction product.